From a dataset of Full USPTO retrosynthesis dataset with 1.9M reactions from patents (1976-2016). Predict the reactants needed to synthesize the given product. (1) Given the product [C:14]([O:18][C:19](=[O:29])[NH:20][CH2:21][C@H:22]1[CH2:23][CH2:24][C@H:25]([NH:28][C:2]2[C:7]([N+:8]([O-:10])=[O:9])=[CH:6][N:5]=[C:4]3[CH:11]=[CH:12][S:13][C:3]=23)[CH2:26][CH2:27]1)([CH3:17])([CH3:15])[CH3:16], predict the reactants needed to synthesize it. The reactants are: Cl[C:2]1[C:7]([N+:8]([O-:10])=[O:9])=[CH:6][N:5]=[C:4]2[CH:11]=[CH:12][S:13][C:3]=12.[C:14]([O:18][C:19](=[O:29])[NH:20][CH2:21][C@H:22]1[CH2:27][CH2:26][C@H:25]([NH2:28])[CH2:24][CH2:23]1)([CH3:17])([CH3:16])[CH3:15].C(N(CC)CC)C. (2) Given the product [C:23]([O:22][C:20](=[O:21])[NH:27][C:28]1[CH:29]=[CH:30][C:31]([O:34][C:2]2[CH:7]=[CH:6][C:5]([NH:8][C:9](=[O:16])[C:10]3[CH:15]=[CH:14][CH:13]=[CH:12][CH:11]=3)=[CH:4][C:3]=2[N+:17]([O-:19])=[O:18])=[CH:32][CH:33]=1)([CH3:26])([CH3:24])[CH3:25], predict the reactants needed to synthesize it. The reactants are: F[C:2]1[CH:7]=[CH:6][C:5]([NH:8][C:9](=[O:16])[C:10]2[CH:15]=[CH:14][CH:13]=[CH:12][CH:11]=2)=[CH:4][C:3]=1[N+:17]([O-:19])=[O:18].[C:20]([NH:27][C:28]1[CH:33]=[CH:32][C:31]([OH:34])=[CH:30][CH:29]=1)([O:22][C:23]([CH3:26])([CH3:25])[CH3:24])=[O:21].[OH-].[K+].O. (3) Given the product [CH3:17][N:2]([CH3:1])[S:3]([CH2:6][CH2:7][C:8]1[CH:9]=[CH:10][C:11]([NH2:14])=[CH:12][CH:13]=1)(=[O:4])=[O:5], predict the reactants needed to synthesize it. The reactants are: [CH3:1][N:2]([CH3:17])[S:3]([CH2:6][CH2:7][C:8]1[CH:13]=[CH:12][C:11]([N+:14]([O-])=O)=[CH:10][CH:9]=1)(=[O:5])=[O:4]. (4) Given the product [N:23]1[CH:24]=[CH:25][CH:26]=[C:21]([C:18]2[CH:19]=[CH:20][C:15]([NH:14][CH2:13][C@@H:9]3[CH2:10][CH2:11][CH2:12][NH:8]3)=[C:16]([CH:17]=2)[O:27][C:28]2[CH:29]=[CH:30][C:31]([OH:34])=[CH:32][CH:33]=2)[CH:22]=1, predict the reactants needed to synthesize it. The reactants are: C(OC([N:8]1[CH2:12][CH2:11][CH2:10][CH:9]1[CH2:13][NH:14][C:15]1[CH:20]=[CH:19][C:18]([C:21]2[CH:22]=[N:23][CH:24]=[CH:25][CH:26]=2)=[CH:17][C:16]=1[O:27][C:28]1[CH:33]=[CH:32][C:31]([O:34]C)=[CH:30][CH:29]=1)=O)(C)(C)C.C([O-])(O)=O.[Na+]. (5) Given the product [F:25][C:19]1[CH:20]=[C:21]([F:24])[CH:22]=[CH:23][C:18]=1[C:13]1[C:12]([CH2:11][O:10][C:7]2[CH:8]=[CH:9][C:4]([C:3]([NH:27][CH:28]3[CH2:33][CH2:32][O:31][CH2:30][CH2:29]3)=[O:26])=[CH:5][N:6]=2)=[C:16]([CH3:17])[O:15][N:14]=1, predict the reactants needed to synthesize it. The reactants are: CO[C:3](=[O:26])[C:4]1[CH:9]=[CH:8][C:7]([O:10][CH2:11][C:12]2[C:13]([C:18]3[CH:23]=[CH:22][C:21]([F:24])=[CH:20][C:19]=3[F:25])=[N:14][O:15][C:16]=2[CH3:17])=[N:6][CH:5]=1.[NH2:27][CH:28]1[CH2:33][CH2:32][O:31][CH2:30][CH2:29]1.